This data is from Reaction yield outcomes from USPTO patents with 853,638 reactions. The task is: Predict the reaction yield, written as a fraction of the theoretical maximum amount of product (1.0 means a 100% yield; for example, 0.34 means a 34% yield). (1) The reactants are Cl[C:2]1[C:7]([C:8]([O:10][CH3:11])=[O:9])=[CH:6][CH:5]=[C:4]([C:12]2[CH:17]=[CH:16][CH:15]=[CH:14][CH:13]=2)[N:3]=1.[CH3:18][C:19]1[CH:24]=[C:23]([CH3:25])[CH:22]=[C:21]([CH3:26])[C:20]=1[OH:27].C(=O)([O-])[O-].[Cs+].[Cs+]. The catalyst is CN(C=O)C. The product is [C:12]1([C:4]2[N:3]=[C:2]([O:27][C:20]3[C:21]([CH3:26])=[CH:22][C:23]([CH3:25])=[CH:24][C:19]=3[CH3:18])[C:7]([C:8]([O:10][CH3:11])=[O:9])=[CH:6][CH:5]=2)[CH:17]=[CH:16][CH:15]=[CH:14][CH:13]=1. The yield is 0.710. (2) The reactants are [NH2:1][C:2]1[CH:10]=[CH:9][CH:8]=[C:7]2[C:3]=1[C:4](=[O:35])[N:5]([C:12]1([CH2:20][CH2:21][CH2:22][CH2:23][NH:24]C(=O)OCC3C=CC=CC=3)[CH2:17][CH2:16][C:15](=[O:18])[NH:14][C:13]1=[O:19])[C:6]2=[O:11].[H][H].[ClH:38]. The catalyst is C(O)C.[Pd]. The product is [ClH:38].[NH2:1][C:2]1[CH:10]=[CH:9][CH:8]=[C:7]2[C:3]=1[C:4](=[O:35])[N:5]([C:12]1([CH2:20][CH2:21][CH2:22][CH2:23][NH2:24])[CH2:17][CH2:16][C:15](=[O:18])[NH:14][C:13]1=[O:19])[C:6]2=[O:11]. The yield is 0.690.